From a dataset of Retrosynthesis with 50K atom-mapped reactions and 10 reaction types from USPTO. Predict the reactants needed to synthesize the given product. Given the product CCOC(=O)c1ncc2[nH]c3ccc(NC(C)=O)cc3c2c1C, predict the reactants needed to synthesize it. The reactants are: CC(=O)OC(C)=O.CCOC(=O)c1ncc2[nH]c3ccc(N)cc3c2c1C.